Dataset: Full USPTO retrosynthesis dataset with 1.9M reactions from patents (1976-2016). Task: Predict the reactants needed to synthesize the given product. (1) Given the product [Cl:1][C:2]1[CH:3]=[CH:4][C:5]([C:6]([N:16]2[CH:17]3[CH2:20][CH2:21][N:13]([CH2:19][CH2:18]3)[CH2:14][CH2:15]2)=[O:8])=[CH:9][CH:10]=1, predict the reactants needed to synthesize it. The reactants are: [Cl:1][C:2]1[CH:10]=[CH:9][C:5]([C:6]([OH:8])=O)=[CH:4][CH:3]=1.Cl.Cl.[N:13]12[CH2:21][CH2:20][CH:17]([CH2:18][CH2:19]1)[NH:16][CH2:15][CH2:14]2.O.ON1C2C=CC=CC=2N=N1.F[B-](F)(F)F.N1(OC(N(C)C)=[N+](C)C)C2C=CC=CC=2N=N1.C(N(C(C)C)CC)(C)C.[OH-].[Na+]. (2) Given the product [CH2:2]([O:4][NH:5][C:18](=[O:20])[CH2:19][C:14]([CH3:22])([CH3:13])[CH2:15][C:16]([OH:21])=[O:17])[CH3:3], predict the reactants needed to synthesize it. The reactants are: Cl.[CH2:2]([O:4][NH2:5])[CH3:3].C(N(CC)CC)C.[CH3:13][C:14]1([CH3:22])[CH2:19][C:18](=[O:20])[O:17][C:16](=[O:21])[CH2:15]1. (3) The reactants are: [F:1][CH2:2][CH2:3][CH2:4][C:5]1[CH:10]=[CH:9][C:8]([N+:11]([O-])=O)=[CH:7][C:6]=1[C:14]([F:17])([F:16])[F:15]. Given the product [F:1][CH2:2][CH2:3][CH2:4][C:5]1[CH:10]=[CH:9][C:8]([NH2:11])=[CH:7][C:6]=1[C:14]([F:15])([F:16])[F:17], predict the reactants needed to synthesize it. (4) Given the product [F:35][C:36]1[CH:41]=[C:40]([C:2]2[N:6]3[C:7]4[CH:19]=[CH:18][CH:17]=[N:16][C:8]=4[NH:9][C:10]4[CH:15]=[CH:14][CH:13]=[CH:12][C:11]=4[C:5]3=[N:4][C:3]=2[C:20]2[CH:25]=[CH:24][CH:23]=[CH:22][C:21]=2[CH3:26])[CH:39]=[CH:38][C:37]=1[C:51]1([NH:55][C:56](=[O:62])[O:57][C:58]([CH3:61])([CH3:59])[CH3:60])[CH2:54][CH2:53][CH2:52]1, predict the reactants needed to synthesize it. The reactants are: Br[C:2]1[N:6]2[C:7]3[CH:19]=[CH:18][CH:17]=[N:16][C:8]=3[NH:9][C:10]3[CH:15]=[CH:14][CH:13]=[CH:12][C:11]=3[C:5]2=[N:4][C:3]=1[C:20]1[CH:25]=[CH:24][CH:23]=[CH:22][C:21]=1[CH3:26].C(O)C.C(=O)(O)[O-].[Na+].[F:35][C:36]1[CH:41]=[C:40](B2OC(C)(C)C(C)(C)O2)[CH:39]=[CH:38][C:37]=1[C:51]1([NH:55][C:56](=[O:62])[O:57][C:58]([CH3:61])([CH3:60])[CH3:59])[CH2:54][CH2:53][CH2:52]1.